From a dataset of Forward reaction prediction with 1.9M reactions from USPTO patents (1976-2016). Predict the product of the given reaction. (1) The product is: [F:1][C:2]1([C:6]2[C:7]([O:15][CH2:16][C:17]([F:20])([F:19])[F:18])=[CH:8][C:9]([C:12]([NH:21][C:22]3([CH2:28][C:29]([NH:31][CH3:32])=[O:30])[CH2:25][S:24](=[O:27])(=[O:26])[CH2:23]3)=[O:14])=[N:10][CH:11]=2)[CH2:3][CH2:4][CH2:5]1. Given the reactants [F:1][C:2]1([C:6]2[C:7]([O:15][CH2:16][C:17]([F:20])([F:19])[F:18])=[CH:8][C:9]([C:12]([OH:14])=O)=[N:10][CH:11]=2)[CH2:5][CH2:4][CH2:3]1.[NH2:21][C:22]1([CH2:28][C:29]([NH:31][CH3:32])=[O:30])[CH2:25][S:24](=[O:27])(=[O:26])[CH2:23]1, predict the reaction product. (2) Given the reactants [CH2:1]([O:3][C:4]1[CH:9]=[CH:8][C:7]([C:10]#[C:11][C:12]2[CH:13]=[N:14][C:15]3[C:20]([CH:21]=2)=[C:19]2[CH:22]=[CH:23][C:24]([CH3:26])=[CH:25][C:18]2=[N:17][C:16]=3[NH2:27])=[CH:6][CH:5]=1)[CH3:2].C(O)C, predict the reaction product. The product is: [CH2:1]([O:3][C:4]1[CH:9]=[CH:8][C:7]([CH2:10][CH2:11][C:12]2[CH:13]=[N:14][C:15]3[C:20]([CH:21]=2)=[C:19]2[CH:22]=[CH:23][C:24]([CH3:26])=[CH:25][C:18]2=[N:17][C:16]=3[NH2:27])=[CH:6][CH:5]=1)[CH3:2]. (3) Given the reactants [CH3:1][N:2]1[C:6]2=[N:7][CH:8]=[CH:9][CH:10]=[C:5]2[C:4]([CH:11]=O)=[C:3]1[C:13]1[CH:18]=[CH:17][CH:16]=[CH:15][CH:14]=1.[OH:19][C:20]1[C:25]2[C:26](=[O:29])[CH2:27][O:28][C:24]=2[CH:23]=[CH:22][CH:21]=1.Cl.C([OH:33])C, predict the reaction product. The product is: [OH:19][C:20]1[C:25]2[C:26](=[O:29])/[C:27](=[CH:11]/[C:4]3[C:5]4[C:6](=[N:7][CH:8]=[CH:9][CH:10]=4)[N:2]([CH3:1])[C:3]=3[C:13]3[CH:18]=[CH:17][CH:16]=[CH:15][CH:14]=3)/[O:28][C:24]=2[CH:23]=[C:22]([OH:33])[CH:21]=1. (4) Given the reactants [N+:1]([C:4]1[CH:9]=[C:8]([O:10][CH2:11][C:12]2[CH:21]=[CH:20][C:19]3[C:14](=[CH:15][CH:16]=[CH:17][CH:18]=3)[N:13]=2)[CH:7]=[CH:6][C:5]=1[NH:22][CH2:23][C:24]1[CH:31]=[CH:30][C:27]([C:28]#[N:29])=[CH:26][CH:25]=1)([O-])=O.O.O.Cl[Sn]Cl.C([O-])([O-])=O.[Na+].[Na+], predict the reaction product. The product is: [NH2:1][C:4]1[CH:9]=[C:8]([O:10][CH2:11][C:12]2[CH:21]=[CH:20][C:19]3[C:14](=[CH:15][CH:16]=[CH:17][CH:18]=3)[N:13]=2)[CH:7]=[CH:6][C:5]=1[NH:22][CH2:23][C:24]1[CH:25]=[CH:26][C:27]([C:28]#[N:29])=[CH:30][CH:31]=1.